This data is from Full USPTO retrosynthesis dataset with 1.9M reactions from patents (1976-2016). The task is: Predict the reactants needed to synthesize the given product. (1) Given the product [OH:30][C:9]1[C:10]([CH:12]([C:24]2[CH:29]=[CH:28][CH:27]=[CH:26][CH:25]=2)[NH:13][C:14](=[O:23])[CH2:15][O:16][C:17]2[CH:22]=[CH:21][CH:20]=[CH:19][CH:18]=2)=[CH:11][C:2]([N:1]2[CH2:35][CH2:34][CH2:32][CH2:33]2)=[C:3]2[C:8]=1[N:7]=[CH:6][CH:5]=[CH:4]2, predict the reactants needed to synthesize it. The reactants are: [NH2:1][C:2]1[CH:11]=[C:10]([CH:12]([C:24]2[CH:29]=[CH:28][CH:27]=[CH:26][CH:25]=2)[NH:13][C:14](=[O:23])[CH2:15][O:16][C:17]2[CH:22]=[CH:21][CH:20]=[CH:19][CH:18]=2)[C:9]([OH:30])=[C:8]2[C:3]=1[CH:4]=[CH:5][CH:6]=[N:7]2.Br[CH:32]([CH:34](Br)[CH3:35])[CH3:33]. (2) Given the product [Cl:6][C:7]1[CH:8]=[C:9]([NH:10][C:11]2[C:16]([C:17]#[C:18][C:19]3[CH:20]=[CH:21][CH:22]=[C:23]([CH2:25][NH:47][CH2:46][CH2:45][N:39]4[CH2:44][CH2:43][O:42][CH2:41][CH2:40]4)[N:24]=3)=[CH:15][N:14]=[CH:13][N:12]=2)[CH:27]=[CH:28][C:29]=1[O:30][CH2:31][C:32]1[CH:37]=[CH:36][CH:35]=[C:34]([F:38])[CH:33]=1, predict the reactants needed to synthesize it. The reactants are: CS(Cl)(=O)=O.[Cl:6][C:7]1[CH:8]=[C:9]([CH:27]=[CH:28][C:29]=1[O:30][CH2:31][C:32]1[CH:37]=[CH:36][CH:35]=[C:34]([F:38])[CH:33]=1)[NH:10][C:11]1[C:16]([C:17]#[C:18][C:19]2[N:24]=[C:23]([CH2:25]O)[CH:22]=[CH:21][CH:20]=2)=[CH:15][N:14]=[CH:13][N:12]=1.[N:39]1([CH2:45][CH2:46][NH2:47])[CH2:44][CH2:43][O:42][CH2:41][CH2:40]1.O. (3) Given the product [C:1]([O:5][C:6]([N:8]1[CH2:13][CH2:12][N:11]([C:14]([O:16][C:17]([CH3:19])([CH3:18])[CH3:20])=[O:15])[CH2:10][CH:9]1[C:21]1[N:26]2[CH:27]=[C:28]([F:31])[CH:29]=[CH:30][C:25]2=[N:24][N:23]=1)=[O:7])([CH3:2])([CH3:3])[CH3:4], predict the reactants needed to synthesize it. The reactants are: [C:1]([O:5][C:6]([N:8]1[CH2:13][CH2:12][N:11]([C:14]([O:16][C:17]([CH3:20])([CH3:19])[CH3:18])=[O:15])[CH2:10][CH:9]1[C:21]([NH:23][NH:24][C:25]1[CH:30]=[CH:29][C:28]([F:31])=[CH:27][N:26]=1)=O)=[O:7])([CH3:4])([CH3:3])[CH3:2].CCN(CC)CC.C1C=CC(P(C2C=CC=CC=2)C2C=CC=CC=2)=CC=1.ClC(Cl)(Cl)C(Cl)(Cl)Cl.